This data is from Full USPTO retrosynthesis dataset with 1.9M reactions from patents (1976-2016). The task is: Predict the reactants needed to synthesize the given product. (1) Given the product [CH2:13]([O:11][C:10]([C:2]1[CH:3]=[CH:4][C:5]([C:7]([OH:9])=[O:8])=[CH:6][N:1]=1)=[O:12])[CH3:14], predict the reactants needed to synthesize it. The reactants are: [N:1]1[CH:6]=[C:5]([C:7]([OH:9])=[O:8])[CH:4]=[CH:3][C:2]=1[C:10]([OH:12])=[O:11].[CH2:13](O)[CH3:14].S(=O)(=O)(O)O. (2) Given the product [O:17]1[C:26]2[CH:25]=[C:24]([CH2:27][N:28]([CH:36]3[CH2:41][CH2:40][N:39]([CH2:14][CH2:13][N:10]4[C:11]5[C:6](=[N:5][CH:4]=[C:3]([NH:2][CH3:1])[CH:12]=5)[CH:7]=[CH:8][C:9]4=[O:16])[CH2:38][CH2:37]3)[C:29](=[O:35])[O:30][C:31]([CH3:34])([CH3:33])[CH3:32])[N:23]=[CH:22][C:21]=2[O:20][CH2:19][CH2:18]1, predict the reactants needed to synthesize it. The reactants are: [CH3:1][NH:2][C:3]1[CH:12]=[C:11]2[C:6]([CH:7]=[CH:8][C:9](=[O:16])[N:10]2[CH2:13][CH:14]=O)=[N:5][CH:4]=1.[O:17]1[C:26]2[CH:25]=[C:24]([CH2:27][N:28]([CH:36]3[CH2:41][CH2:40][NH:39][CH2:38][CH2:37]3)[C:29](=[O:35])[O:30][C:31]([CH3:34])([CH3:33])[CH3:32])[N:23]=[CH:22][C:21]=2[O:20][CH2:19][CH2:18]1.C(O[BH-](OC(=O)C)OC(=O)C)(=O)C.[Na+].C(=O)([O-])O.[Na+].